From a dataset of Peptide-MHC class I binding affinity with 185,985 pairs from IEDB/IMGT. Regression. Given a peptide amino acid sequence and an MHC pseudo amino acid sequence, predict their binding affinity value. This is MHC class I binding data. (1) The peptide sequence is IRNLVKRYK. The MHC is HLA-A30:01 with pseudo-sequence HLA-A30:01. The binding affinity (normalized) is 0.637. (2) The peptide sequence is ISEDMHTDK. The MHC is HLA-B27:05 with pseudo-sequence HLA-B27:05. The binding affinity (normalized) is 0.0847. (3) The peptide sequence is SIKMIYDLNA. The MHC is HLA-A02:03 with pseudo-sequence HLA-A02:03. The binding affinity (normalized) is 0.487. (4) The peptide sequence is RAIMATIQRK. The MHC is HLA-A11:01 with pseudo-sequence HLA-A11:01. The binding affinity (normalized) is 0.482.